From a dataset of NCI-60 drug combinations with 297,098 pairs across 59 cell lines. Regression. Given two drug SMILES strings and cell line genomic features, predict the synergy score measuring deviation from expected non-interaction effect. (1) Drug 2: C(=O)(N)NO. Synergy scores: CSS=9.74, Synergy_ZIP=3.70, Synergy_Bliss=15.6, Synergy_Loewe=4.59, Synergy_HSA=2.02. Drug 1: C1=NC(=NC(=O)N1C2C(C(C(O2)CO)O)O)N. Cell line: HOP-62. (2) Drug 1: CC12CCC(CC1=CCC3C2CCC4(C3CC=C4C5=CN=CC=C5)C)O. Drug 2: CC1CCCC2(C(O2)CC(NC(=O)CC(C(C(=O)C(C1O)C)(C)C)O)C(=CC3=CSC(=N3)C)C)C. Cell line: IGROV1. Synergy scores: CSS=4.60, Synergy_ZIP=-1.36, Synergy_Bliss=0.371, Synergy_Loewe=-1.55, Synergy_HSA=-0.730. (3) Drug 1: C1C(C(OC1N2C=C(C(=O)NC2=O)F)CO)O. Drug 2: CN(C(=O)NC(C=O)C(C(C(CO)O)O)O)N=O. Cell line: MCF7. Synergy scores: CSS=21.6, Synergy_ZIP=-9.50, Synergy_Bliss=-3.87, Synergy_Loewe=-54.4, Synergy_HSA=-3.52. (4) Drug 2: CN(CCCl)CCCl.Cl. Drug 1: CC12CCC(CC1=CCC3C2CCC4(C3CC=C4C5=CN=CC=C5)C)O. Synergy scores: CSS=15.7, Synergy_ZIP=-3.46, Synergy_Bliss=-0.238, Synergy_Loewe=-2.61, Synergy_HSA=-2.27. Cell line: DU-145. (5) Drug 1: C(CC(=O)O)C(=O)CN.Cl. Drug 2: C1C(C(OC1N2C=NC3=C2NC=NCC3O)CO)O. Cell line: MOLT-4. Synergy scores: CSS=51.0, Synergy_ZIP=-1.69, Synergy_Bliss=-1.05, Synergy_Loewe=3.67, Synergy_HSA=3.04.